Dataset: Reaction yield outcomes from USPTO patents with 853,638 reactions. Task: Predict the reaction yield, written as a fraction of the theoretical maximum amount of product (1.0 means a 100% yield; for example, 0.34 means a 34% yield). (1) The reactants are [C:1]([C:5]1[NH:6][C:7]([C:10]2[CH:15]=[CH:14][N:13]=[C:12]3[N:16]([CH2:19][O:20][CH2:21][CH2:22][Si:23]([CH3:26])([CH3:25])[CH3:24])[CH:17]=[CH:18][C:11]=23)=[CH:8][N:9]=1)([CH3:4])([CH3:3])[CH3:2].[C:27](=O)([O-])[O-].[K+].[K+].CN(C=O)C.CI. The catalyst is O. The product is [C:1]([C:5]1[N:9]([CH3:27])[CH:8]=[C:7]([C:10]2[CH:15]=[CH:14][N:13]=[C:12]3[N:16]([CH2:19][O:20][CH2:21][CH2:22][Si:23]([CH3:26])([CH3:25])[CH3:24])[CH:17]=[CH:18][C:11]=23)[N:6]=1)([CH3:4])([CH3:2])[CH3:3]. The yield is 0.510. (2) The reactants are [NH:1]1[C:5]2=[N:6][CH:7]=[CH:8][CH:9]=[C:4]2[C:3]([C:10]2[N:11]=[C:12]([CH2:15][NH2:16])[S:13][CH:14]=2)=[CH:2]1.[CH3:17][S:18]([NH:21][C:22]1[CH:23]=[C:24]([CH:28]=[CH:29][CH:30]=1)[C:25](O)=[O:26])(=[O:20])=[O:19].C(N(CC)CC)C. The catalyst is CN(C=O)C. The product is [NH:1]1[C:5]2=[N:6][CH:7]=[CH:8][CH:9]=[C:4]2[C:3]([C:10]2[N:11]=[C:12]([CH2:15][NH:16][C:25](=[O:26])[C:24]3[CH:28]=[CH:29][CH:30]=[C:22]([NH:21][S:18]([CH3:17])(=[O:20])=[O:19])[CH:23]=3)[S:13][CH:14]=2)=[CH:2]1. The yield is 0.720.